This data is from Forward reaction prediction with 1.9M reactions from USPTO patents (1976-2016). The task is: Predict the product of the given reaction. Given the reactants [Br:1][C:2]1[CH:3]=[CH:4][C:5]2[O:14][C:13]3[C:12](=[O:15])[NH:11][C:10]([CH:16]4[CH2:21][CH2:20][N:19](C(OC(C)(C)C)=O)[CH2:18][CH2:17]4)=[N:9][C:8]=3[C:6]=2[CH:7]=1.Cl, predict the reaction product. The product is: [Br:1][C:2]1[CH:3]=[CH:4][C:5]2[O:14][C:13]3[C:12](=[O:15])[NH:11][C:10]([CH:16]4[CH2:21][CH2:20][NH:19][CH2:18][CH2:17]4)=[N:9][C:8]=3[C:6]=2[CH:7]=1.